From a dataset of Forward reaction prediction with 1.9M reactions from USPTO patents (1976-2016). Predict the product of the given reaction. (1) Given the reactants C(=O)(O[CH2:5]/[CH:6]=[CH:7]/[C:8]1[CH:13]=[CH:12][CH:11]=[CH:10][CH:9]=1)OC.C1([C@@H]([N:23]([C@H:47]([C:49]2[CH:54]=[CH:53][CH:52]=CC=2)C)P2OC3C=CC4C=CC=CC=4C=3C3C4C(C=CC=3O2)=CC=CC=4)C)C=CC=CC=1.CCO.C1(C)C=CC(S(O)(=O)=O)=CC=1, predict the reaction product. The product is: [C:8]1([C@@H:7]([NH:23][CH:47]2[CH2:49][CH2:54][CH2:53][CH2:52]2)[CH:6]=[CH2:5])[CH:13]=[CH:12][CH:11]=[CH:10][CH:9]=1. (2) Given the reactants O.O.O.O.O.O.O.[Cl-].[Ce+3:9].[Cl-].[Cl-].O.O.[C:14]([O-:26])(=[O:25])[CH2:15][C:16]([CH2:21][C:22]([O-:24])=[O:23])([C:18]([O-:20])=[O:19])[OH:17].[Na+].[Na+].[Na+], predict the reaction product. The product is: [C:14]([O-:26])(=[O:25])[CH2:15][C:16]([CH2:21][C:22]([O-:24])=[O:23])([C:18]([O-:20])=[O:19])[OH:17].[Ce+3:9]. (3) Given the reactants [Cl-].[CH2:2]([N+:6]1[CH:10]=[CH:9][N:8]([CH3:11])[CH:7]=1)[CH2:3][CH2:4][CH3:5].[S:12]([O-:28])([O:15][CH2:16][CH2:17][CH2:18][CH2:19][CH2:20][CH2:21][CH2:22][CH2:23][CH2:24][CH2:25][CH2:26][CH3:27])(=[O:14])=[O:13].[Na+], predict the reaction product. The product is: [CH2:16]([O:15][S:12]([O-:28])(=[O:14])=[O:13])[CH2:17][CH2:18][CH2:19][CH2:20][CH2:21][CH2:22][CH2:23][CH2:24][CH2:25][CH2:26][CH3:27].[CH2:2]([N+:6]1[CH:10]=[CH:9][N:8]([CH3:11])[CH:7]=1)[CH2:3][CH2:4][CH3:5]. (4) Given the reactants F[C:2]1[CH:3]=[CH:4][C:5]([N+:11]([O-:13])=[O:12])=[C:6]([CH:10]=1)[C:7]([NH2:9])=[O:8].[C:14]1([S:20]([O:22][Na])=[O:21])[CH:19]=[CH:18][CH:17]=[CH:16][CH:15]=1.O, predict the reaction product. The product is: [C:14]1([S:20]([C:2]2[CH:3]=[CH:4][C:5]([N+:11]([O-:13])=[O:12])=[C:6]([CH:10]=2)[C:7]([NH2:9])=[O:8])(=[O:22])=[O:21])[CH:19]=[CH:18][CH:17]=[CH:16][CH:15]=1. (5) Given the reactants [CH2:1]([S:8][C:9]1[CH:14]=[CH:13][CH:12]=[C:11](F)[N:10]=1)[C:2]1[CH:7]=[CH:6][CH:5]=[CH:4][CH:3]=1.[CH3:16][OH:17].C[O-].[Na+], predict the reaction product. The product is: [CH2:1]([S:8][C:9]1[CH:14]=[CH:13][CH:12]=[C:11]([O:17][CH3:16])[N:10]=1)[C:2]1[CH:7]=[CH:6][CH:5]=[CH:4][CH:3]=1. (6) The product is: [Cl:1][C:2]1[N:7]=[C:6]2[N:8]([CH:13]3[CH2:14][CH2:15][CH2:16][CH2:17][O:12]3)[N:9]=[C:10]([I:11])[C:5]2=[CH:4][CH:3]=1. Given the reactants [Cl:1][C:2]1[N:7]=[C:6]2[NH:8][N:9]=[C:10]([I:11])[C:5]2=[CH:4][CH:3]=1.[O:12]1[CH:17]=[CH:16][CH2:15][CH2:14][CH2:13]1.CS(O)(=O)=O, predict the reaction product. (7) Given the reactants [Cl:1][C:2]1[CH:3]=[C:4]([N:10]2[CH:22]([CH:23]3[CH2:27][CH2:26][CH2:25][CH2:24]3)[CH:21]3[C:12]([C:13]4[CH:14]=[CH:15][C:16]([C:28]([O:30]C)=[O:29])=[N:17][C:18]=4[CH2:19][CH2:20]3)=[N:11]2)[CH:5]=[CH:6][C:7]=1[C:8]#[N:9].[OH-].[Na+].CO, predict the reaction product. The product is: [Cl:1][C:2]1[CH:3]=[C:4]([N:10]2[CH:22]([CH:23]3[CH2:27][CH2:26][CH2:25][CH2:24]3)[CH:21]3[C:12]([C:13]4[CH:14]=[CH:15][C:16]([C:28]([OH:30])=[O:29])=[N:17][C:18]=4[CH2:19][CH2:20]3)=[N:11]2)[CH:5]=[CH:6][C:7]=1[C:8]#[N:9].